Dataset: Peptide-MHC class II binding affinity with 134,281 pairs from IEDB. Task: Regression. Given a peptide amino acid sequence and an MHC pseudo amino acid sequence, predict their binding affinity value. This is MHC class II binding data. The peptide sequence is YDKFLARVSTVLTGK. The MHC is DRB1_0802 with pseudo-sequence DRB1_0802. The binding affinity (normalized) is 0.852.